This data is from Peptide-MHC class I binding affinity with 185,985 pairs from IEDB/IMGT. The task is: Regression. Given a peptide amino acid sequence and an MHC pseudo amino acid sequence, predict their binding affinity value. This is MHC class I binding data. The peptide sequence is GSDGGLDDY. The MHC is HLA-A69:01 with pseudo-sequence HLA-A69:01. The binding affinity (normalized) is 0.301.